Dataset: NCI-60 drug combinations with 297,098 pairs across 59 cell lines. Task: Regression. Given two drug SMILES strings and cell line genomic features, predict the synergy score measuring deviation from expected non-interaction effect. (1) Drug 1: C1CN1P(=S)(N2CC2)N3CC3. Drug 2: COCCOC1=C(C=C2C(=C1)C(=NC=N2)NC3=CC=CC(=C3)C#C)OCCOC.Cl. Cell line: CCRF-CEM. Synergy scores: CSS=45.1, Synergy_ZIP=5.08, Synergy_Bliss=-1.76, Synergy_Loewe=-14.9, Synergy_HSA=-2.39. (2) Drug 1: C1CCN(CC1)CCOC2=CC=C(C=C2)C(=O)C3=C(SC4=C3C=CC(=C4)O)C5=CC=C(C=C5)O. Drug 2: CN(C(=O)NC(C=O)C(C(C(CO)O)O)O)N=O. Cell line: KM12. Synergy scores: CSS=-10.5, Synergy_ZIP=4.37, Synergy_Bliss=0.376, Synergy_Loewe=-1.98, Synergy_HSA=-6.33. (3) Drug 1: CC(CN1CC(=O)NC(=O)C1)N2CC(=O)NC(=O)C2. Drug 2: C1=NC(=NC(=O)N1C2C(C(C(O2)CO)O)O)N. Cell line: OVCAR3. Synergy scores: CSS=26.7, Synergy_ZIP=2.38, Synergy_Bliss=3.92, Synergy_Loewe=-3.06, Synergy_HSA=3.60. (4) Drug 1: CC=C1C(=O)NC(C(=O)OC2CC(=O)NC(C(=O)NC(CSSCCC=C2)C(=O)N1)C(C)C)C(C)C. Drug 2: COCCOC1=C(C=C2C(=C1)C(=NC=N2)NC3=CC=CC(=C3)C#C)OCCOC.Cl. Cell line: MDA-MB-435. Synergy scores: CSS=52.6, Synergy_ZIP=2.17, Synergy_Bliss=-0.535, Synergy_Loewe=-50.4, Synergy_HSA=-1.96. (5) Synergy scores: CSS=76.9, Synergy_ZIP=22.5, Synergy_Bliss=22.0, Synergy_Loewe=20.1, Synergy_HSA=21.2. Drug 2: CC1C(C(=O)NC(C(=O)N2CCCC2C(=O)N(CC(=O)N(C(C(=O)O1)C(C)C)C)C)C(C)C)NC(=O)C3=C4C(=C(C=C3)C)OC5=C(C(=O)C(=C(C5=N4)C(=O)NC6C(OC(=O)C(N(C(=O)CN(C(=O)C7CCCN7C(=O)C(NC6=O)C(C)C)C)C)C(C)C)C)N)C. Drug 1: C1=CC(=CC=C1CC(C(=O)O)N)N(CCCl)CCCl.Cl. Cell line: MOLT-4.